Dataset: Reaction yield outcomes from USPTO patents with 853,638 reactions. Task: Predict the reaction yield, written as a fraction of the theoretical maximum amount of product (1.0 means a 100% yield; for example, 0.34 means a 34% yield). (1) The reactants are [ClH:1].C([N:9]1[CH2:18][CH2:17][C:16]2[N:15]=[C:14]([C:19]([O:21][CH3:22])=[O:20])[CH:13]=[CH:12][C:11]=2[CH2:10]1)C1C=CC=CC=1. The catalyst is CO.[OH-].[Pd+2].[OH-]. The yield is 1.00. The product is [ClH:1].[N:15]1[C:16]2[CH2:17][CH2:18][NH:9][CH2:10][C:11]=2[CH:12]=[CH:13][C:14]=1[C:19]([O:21][CH3:22])=[O:20]. (2) The product is [Cl:9][C:10]1[C:11]([O:18][CH3:19])=[CH:12][C:13]([C:5](=[O:7])[CH3:6])=[C:14]([OH:16])[CH:15]=1. The catalyst is C(Cl)Cl. The reactants are [Al+3].[Cl-].[Cl-].[Cl-].[C:5](Cl)(=[O:7])[CH3:6].[Cl:9][C:10]1[CH:15]=[C:14]([O:16]C)[CH:13]=[CH:12][C:11]=1[O:18][CH3:19].Cl. The yield is 0.850. (3) The product is [NH2:1][N:2]1[C:10]2[C:6]([N:7]3[N:13]([CH3:14])[C:12](=[O:15])[N:11]([CH2:16][CH2:17][N:18]4[CH2:23][CH2:22][N:21]([C:24]5[CH:25]=[CH:26][C:27]([O:30][CH2:31][CH2:32][OH:33])=[CH:28][CH:29]=5)[CH2:20][CH2:19]4)[CH:8]3[N:9]=2)=[C:5]([C:35]2[O:36][CH:37]=[CH:38][CH:39]=2)[N:4]=[CH:3]1. The yield is 0.900. The catalyst is C(Cl)Cl. The reactants are [NH2:1][N:2]1[C:10]2[C:6]([N:7]3[N:13]([CH3:14])[C:12](=[O:15])[N:11]([CH2:16][CH2:17][N:18]4[CH2:23][CH2:22][N:21]([C:24]5[CH:29]=[CH:28][C:27]([O:30][CH2:31][CH2:32][O:33]C)=[CH:26][CH:25]=5)[CH2:20][CH2:19]4)[CH:8]3[N:9]=2)=[C:5]([C:35]2[O:36][CH:37]=[CH:38][CH:39]=2)[N:4]=[CH:3]1.B(Br)(Br)Br. (4) The reactants are [N:1]1([C:7]2[N:12]=[C:11]([N:13]3[CH:18]4[CH2:19][CH2:20][CH:14]3[CH2:15][O:16][CH2:17]4)[N:10]=[C:9]([C:21]3[CH:27]=[CH:26][C:24]([NH2:25])=[CH:23][CH:22]=3)[N:8]=2)[CH2:6][CH2:5][O:4][CH2:3][CH2:2]1.ClC(Cl)(O[C:32](=[O:38])OC(Cl)(Cl)Cl)Cl.[CH3:40][N:41]1[CH2:46][CH2:45][N:44]([C:47]2[CH:53]=[CH:52][C:50]([NH2:51])=[CH:49][CH:48]=2)[CH2:43][CH2:42]1. No catalyst specified. The product is [CH3:40][N:41]1[CH2:42][CH2:43][N:44]([C:47]2[CH:53]=[CH:52][C:50]([NH:51][C:32]([NH:25][C:24]3[CH:26]=[CH:27][C:21]([C:9]4[N:8]=[C:7]([N:1]5[CH2:2][CH2:3][O:4][CH2:5][CH2:6]5)[N:12]=[C:11]([N:13]5[CH:14]6[CH2:20][CH2:19][CH:18]5[CH2:17][O:16][CH2:15]6)[N:10]=4)=[CH:22][CH:23]=3)=[O:38])=[CH:49][CH:48]=2)[CH2:45][CH2:46]1. The yield is 0.0700. (5) The reactants are [Br:1][C:2]1[CH:7]=[CH:6][C:5]([Mg]Br)=[CH:4][CH:3]=1.Cl[CH2:11][SiH:12]([O:17][CH:18]([CH3:20])[CH3:19])[O:13][CH:14]([CH3:16])[CH3:15].BrC1C=CC(Br)=CC=1. The catalyst is C1COCC1. The product is [Br:1][C:2]1[CH:7]=[CH:6][C:5]([Si:12]([CH3:11])([O:17][CH:18]([CH3:20])[CH3:19])[O:13][CH:14]([CH3:16])[CH3:15])=[CH:4][CH:3]=1. The yield is 0.330. (6) The reactants are Cl.[CH3:2][N:3]1[C:18]2[C:13](=[CH:14][CH:15]=[CH:16][CH:17]=2)[C:5]([CH2:6][C@@H:7]([C:9]([O:11][CH3:12])=[O:10])[NH2:8])=[CH:4]1.C(N(CC)CC)C.[F:26][C:27]1[CH:37]=[CH:36][C:30]([CH:31]=[CH:32][C:33](O)=[O:34])=[CH:29][CH:28]=1.CCN=C=NCCCN(C)C.Cl. The catalyst is C(Cl)Cl. The product is [F:26][C:27]1[CH:28]=[CH:29][C:30]([CH:31]=[CH:32][C:33]([NH:8][C@H:7]([C:9]([O:11][CH3:12])=[O:10])[CH2:6][C:5]2[C:13]3[C:18](=[CH:17][CH:16]=[CH:15][CH:14]=3)[N:3]([CH3:2])[CH:4]=2)=[O:34])=[CH:36][CH:37]=1. The yield is 0.940.